This data is from Forward reaction prediction with 1.9M reactions from USPTO patents (1976-2016). The task is: Predict the product of the given reaction. Given the reactants Cl.Cl.[NH2:3][CH:4]([C:16]1[CH:21]=[CH:20][CH:19]=[CH:18][CH:17]=1)[C:5]([O:7][C@@H:8]1[CH:13]2[CH2:14][CH2:15][N:10]([CH2:11][CH2:12]2)[CH2:9]1)=[O:6].C(N(CC)CC)C.[C:29](Cl)(=[O:35])[O:30][CH2:31][CH2:32][O:33][CH3:34], predict the reaction product. The product is: [CH3:34][O:33][CH2:32][CH2:31][O:30][C:29]([NH:3][CH:4]([C:16]1[CH:21]=[CH:20][CH:19]=[CH:18][CH:17]=1)[C:5]([O:7][C@@H:8]1[CH:13]2[CH2:12][CH2:11][N:10]([CH2:15][CH2:14]2)[CH2:9]1)=[O:6])=[O:35].